Dataset: Forward reaction prediction with 1.9M reactions from USPTO patents (1976-2016). Task: Predict the product of the given reaction. Given the reactants [CH:1]1([NH:6][C:7]2[N:12]3[N:13]=[C:14]([C:16]4[CH:21]=[CH:20][CH:19]=[CH:18][CH:17]=4)[CH:15]=[C:11]3[N:10]=[CH:9][N:8]=2)[CH2:5][CH2:4][CH2:3][CH2:2]1.[I:22]N1C(=O)CCC1=O, predict the reaction product. The product is: [CH:1]1([NH:6][C:7]2[N:12]3[N:13]=[C:14]([C:16]4[CH:21]=[CH:20][CH:19]=[CH:18][CH:17]=4)[C:15]([I:22])=[C:11]3[N:10]=[CH:9][N:8]=2)[CH2:5][CH2:4][CH2:3][CH2:2]1.